Dataset: Catalyst prediction with 721,799 reactions and 888 catalyst types from USPTO. Task: Predict which catalyst facilitates the given reaction. (1) Reactant: [Cl:1][C:2]1[CH:7]=[CH:6][C:5]([S:8](Cl)(=[O:10])=[O:9])=[CH:4][CH:3]=1.[NH2:12][CH2:13][CH:14]1[CH2:19][CH2:18][N:17]([C:20]([O:22][C:23]([CH3:26])([CH3:25])[CH3:24])=[O:21])[CH2:16][CH2:15]1.C(N(C(C)C)CC)(C)C. Product: [Cl:1][C:2]1[CH:7]=[CH:6][C:5]([S:8]([NH:12][CH2:13][CH:14]2[CH2:19][CH2:18][N:17]([C:20]([O:22][C:23]([CH3:26])([CH3:25])[CH3:24])=[O:21])[CH2:16][CH2:15]2)(=[O:10])=[O:9])=[CH:4][CH:3]=1. The catalyst class is: 112. (2) Reactant: Cl.[C:2]([C:6]1[CH:7]=[C:8]([NH2:19])[N:9]([C:11]2[CH:16]=[CH:15][CH:14]=[C:13]([O:17]C)[CH:12]=2)[N:10]=1)([CH3:5])([CH3:4])[CH3:3].Cl.[NH+]1C=CC=CC=1.O. Product: [NH2:19][C:8]1[N:9]([C:11]2[CH:12]=[C:13]([OH:17])[CH:14]=[CH:15][CH:16]=2)[N:10]=[C:6]([C:2]([CH3:5])([CH3:4])[CH3:3])[CH:7]=1. The catalyst class is: 25. (3) Reactant: [H-].[Na+].[CH:3]1([OH:10])[CH2:9][CH2:8][CH2:7][CH2:6][CH2:5][CH2:4]1.[Cl:11][C:12]1[CH:17]=[C:16](Cl)[N:15]=[CH:14][N:13]=1.[Cl-].[NH4+]. Product: [Cl:11][C:12]1[CH:17]=[C:16]([O:10][CH:3]2[CH2:9][CH2:8][CH2:7][CH2:6][CH2:5][CH2:4]2)[N:15]=[CH:14][N:13]=1. The catalyst class is: 7. (4) Reactant: [F:1][C:2]1[C:7]([N+:8]([O-])=O)=[CH:6][C:5]([N:11]2[CH2:16][C:15]3[CH:17]=[N:18][C:19]([N:21](OC)[CH3:22])=[CH:20][C:14]=3[N:13]([CH:25]([CH3:27])[CH3:26])[C:12]2=[O:28])=[C:4]([CH3:29])[CH:3]=1. Product: [NH2:8][C:7]1[C:2]([F:1])=[CH:3][C:4]([CH3:29])=[C:5]([N:11]2[CH2:16][C:15]3[CH:17]=[N:18][C:19]([NH:21][CH3:22])=[CH:20][C:14]=3[N:13]([CH:25]([CH3:27])[CH3:26])[C:12]2=[O:28])[CH:6]=1. The catalyst class is: 19. (5) Reactant: [F:1][C:2]([F:7])([F:6])[C@@H:3]1[O:5][CH2:4]1.[CH2:8]([OH:15])[C:9]1[CH:14]=[CH:13][CH:12]=[CH:11][CH:10]=1.B(F)(F)F.CCOCC.C(OCC)(=O)C. Product: [CH2:8]([O:15][CH2:4][C@@H:3]([OH:5])[C:2]([F:7])([F:6])[F:1])[C:9]1[CH:14]=[CH:13][CH:12]=[CH:11][CH:10]=1. The catalyst class is: 2.